Dataset: Reaction yield outcomes from USPTO patents with 853,638 reactions. Task: Predict the reaction yield, written as a fraction of the theoretical maximum amount of product (1.0 means a 100% yield; for example, 0.34 means a 34% yield). The reactants are [CH2:1]([O:3][C:4]([C:6]1([C:9]2[CH:14]=[CH:13][C:12]([C:15]3[CH:20]=[CH:19][C:18]([C:21]4[S:22][C:23]([Cl:29])=[CH:24][C:25]=4C(=O)N)=[CH:17][CH:16]=3)=[CH:11][CH:10]=2)[CH2:8][CH2:7]1)=[O:5])[CH3:2].[F:30][C:31]1[CH:36]=[CH:35][C:34]([C@H:37]([OH:39])[CH3:38])=[CH:33][CH:32]=1.[N:40]1[CH:45]=CC=CC=1.FC(F)(F)C(OI(C1C=CC=CC=1)OC(=O)C(F)(F)F)=[O:49]. The catalyst is C1(C)C=CC=CC=1. The product is [CH2:1]([O:3][C:4]([C:6]1([C:9]2[CH:10]=[CH:11][C:12]([C:15]3[CH:16]=[CH:17][C:18]([C:21]4[S:22][C:23]([Cl:29])=[CH:24][C:25]=4[NH:40][C:45]([O:39][C@@H:37]([C:34]4[CH:35]=[CH:36][C:31]([F:30])=[CH:32][CH:33]=4)[CH3:38])=[O:49])=[CH:19][CH:20]=3)=[CH:13][CH:14]=2)[CH2:8][CH2:7]1)=[O:5])[CH3:2]. The yield is 0.870.